This data is from Peptide-MHC class I binding affinity with 185,985 pairs from IEDB/IMGT. The task is: Regression. Given a peptide amino acid sequence and an MHC pseudo amino acid sequence, predict their binding affinity value. This is MHC class I binding data. (1) The MHC is HLA-A11:01 with pseudo-sequence HLA-A11:01. The peptide sequence is RFQPFQQFGR. The binding affinity (normalized) is 0.0326. (2) The peptide sequence is RILSEKRKDT. The MHC is HLA-A02:01 with pseudo-sequence HLA-A02:01. The binding affinity (normalized) is 0.00252. (3) The peptide sequence is KLFGFGAQF. The MHC is HLA-A11:01 with pseudo-sequence HLA-A11:01. The binding affinity (normalized) is 0.309. (4) The peptide sequence is KQWGWFALL. The MHC is HLA-A26:01 with pseudo-sequence HLA-A26:01. The binding affinity (normalized) is 0.0847. (5) The peptide sequence is RNNDPTLPY. The MHC is SLA-30401 with pseudo-sequence SLA-30401. The binding affinity (normalized) is 0.315. (6) The peptide sequence is RSLYNTVATLY. The MHC is HLA-A33:01 with pseudo-sequence HLA-A33:01. The binding affinity (normalized) is 0. (7) The MHC is HLA-B57:01 with pseudo-sequence HLA-B57:01. The binding affinity (normalized) is 0.0847. The peptide sequence is QTSSIEGAW.